From a dataset of Full USPTO retrosynthesis dataset with 1.9M reactions from patents (1976-2016). Predict the reactants needed to synthesize the given product. (1) Given the product [CH:11]([N:8]1[C:9]2[CH:10]=[C:2]([N:24]3[CH2:29][CH2:28][O:27][CH2:26][CH2:25]3)[CH:3]=[C:4]([C:14]([OH:16])=[O:15])[C:5]=2[CH:6]=[N:7]1)([CH3:12])[CH3:13], predict the reactants needed to synthesize it. The reactants are: Br[C:2]1[CH:3]=[C:4]([C:14]([O:16]C)=[O:15])[C:5]2[CH:6]=[N:7][N:8]([CH:11]([CH3:13])[CH3:12])[C:9]=2[CH:10]=1.CC(C)([O-])C.[Na+].[NH:24]1[CH2:29][CH2:28][O:27][CH2:26][CH2:25]1. (2) Given the product [Br:70][C:71]1[CH:72]=[CH:73][C:74]([O:82][CH3:83])=[C:75](/[CH:77]=[CH:2]/[C:3]([NH:21][CH2:25][CH2:24][N:23]2[CH2:28][CH2:27][CH:26]([C:15](=[O:17])[C:16]3[CH:51]=[CH:52][C:47]([Cl:46])=[CH:48][CH:49]=3)[CH2:31][CH2:22]2)=[O:4])[CH:76]=1, predict the reactants needed to synthesize it. The reactants are: N[CH2:2][CH2:3][OH:4].C(O[BH-](O[C:15](=[O:17])[CH3:16])OC(=O)C)(=O)C.[Na+].II.[NH:21]1[CH:25]=[CH:24][N:23]=[CH:22]1.[C:26]1(P(C2C=CC=CC=2)C2C=CC=CC=2)[CH:31]=CC=[CH:28][CH:27]=1.Cl.[Cl:46][C:47]1[CH:52]=[CH:51]C(C(C2CCNCC2)=O)=[CH:49][CH:48]=1.C(N(C(C)C)CC)(C)C.[Br:70][C:71]1[CH:72]=[CH:73][C:74]([O:82][CH3:83])=[C:75](/[CH:77]=C/C(O)=O)[CH:76]=1.F[B-](F)(F)F.N1(OC(N(C)C)=[N+](C)C)C2C=CC=CC=2N=N1. (3) Given the product [F:1][C:2]1[CH:3]=[C:4]([S:9]([C:12]2[CH:13]=[C:14]3[C:18](=[CH:19][CH:20]=2)[NH:17][N:16]=[C:15]3[NH:40][C:41](=[O:61])[C:42]2[CH:43]=[CH:44][C:45]([C:48]([N:50]3[CH2:55][CH2:54][CH:53]([N:56]4[CH2:60][CH2:59][CH2:58][CH2:57]4)[CH2:52][CH2:51]3)=[O:49])=[CH:46][CH:47]=2)(=[O:11])=[O:10])[CH:5]=[C:6]([F:8])[CH:7]=1, predict the reactants needed to synthesize it. The reactants are: [F:1][C:2]1[CH:3]=[C:4]([S:9]([C:12]2[CH:13]=[C:14]3[C:18](=[CH:19][CH:20]=2)[N:17](C(C2C=CC=CC=2)(C2C=CC=CC=2)C2C=CC=CC=2)[N:16]=[C:15]3[NH:40][C:41](=[O:61])[C:42]2[CH:47]=[CH:46][C:45]([C:48]([N:50]3[CH2:55][CH2:54][CH:53]([N:56]4[CH2:60][CH2:59][CH2:58][CH2:57]4)[CH2:52][CH2:51]3)=[O:49])=[CH:44][CH:43]=2)(=[O:11])=[O:10])[CH:5]=[C:6]([F:8])[CH:7]=1.Cl.CO.